From a dataset of Full USPTO retrosynthesis dataset with 1.9M reactions from patents (1976-2016). Predict the reactants needed to synthesize the given product. (1) Given the product [Cl:22][C:5]1[C:6]([NH:8][C@@H:9]2[CH2:14][CH2:13][CH2:12][CH2:11][C@H:10]2[N:15]([CH2:20][CH3:21])[S:16]([CH3:19])(=[O:18])=[O:17])=[N:7][C:2]([NH:38][C:39]2[CH:52]=[CH:51][C:42]3[NH:43][C:44](=[O:50])[CH2:45][CH2:46][C:47]([CH3:49])([CH3:48])[C:41]=3[CH:40]=2)=[N:3][CH:4]=1, predict the reactants needed to synthesize it. The reactants are: Cl[C:2]1[N:7]=[C:6]([NH:8][C@@H:9]2[CH2:14][CH2:13][CH2:12][CH2:11][C@H:10]2[N:15]([CH2:20][CH3:21])[S:16]([CH3:19])(=[O:18])=[O:17])[C:5]([Cl:22])=[CH:4][N:3]=1.C12(CS(O)(=O)=O)C(C)(C)C(CC1)CC2=O.[NH2:38][C:39]1[CH:52]=[CH:51][C:42]2[NH:43][C:44](=[O:50])[CH2:45][CH2:46][C:47]([CH3:49])([CH3:48])[C:41]=2[CH:40]=1.C(=O)([O-])[O-]. (2) Given the product [ClH:30].[CH3:1][N:2]([CH2:3][C:4]1[S:8][C:7]2[CH:9]=[CH:10][CH:11]=[CH:12][C:6]=2[C:5]=1[CH3:13])[C:48](=[O:49])/[CH:47]=[CH:46]/[C:43]1[CH:44]=[N:45][C:34]2[NH:33][C:32](=[O:31])[C@H:41]3[N:37]([CH2:38][CH2:39][CH2:40]3)[CH2:36][C:35]=2[CH:42]=1, predict the reactants needed to synthesize it. The reactants are: [CH3:1][NH:2][CH2:3][C:4]1[S:8][C:7]2[CH:9]=[CH:10][CH:11]=[CH:12][C:6]=2[C:5]=1[CH3:13].CNCC1C=CC2C(=CC=CC=2)C=1CCC.[ClH:30].[O:31]=[C:32]1[C@H:41]2[N:37]([CH2:38][CH2:39][CH2:40]2)[CH2:36][C:35]2[CH:42]=[C:43](/[CH:46]=[CH:47]/[C:48](O)=[O:49])[CH:44]=[N:45][C:34]=2[NH:33]1.Cl.CN1CC2C=C(/C=C/C(O)=O)C=NC=2NC(=O)C1. (3) The reactants are: [F:1][C:2]1[CH:7]=[CH:6][CH:5]=[CH:4][C:3]=1[F:8].[CH3:9][Si:10](Cl)([CH3:12])[CH3:11].C([Li])CCC. Given the product [F:1][C:2]1[C:3]([F:8])=[C:4]([Si:10]([CH3:12])([CH3:11])[CH3:9])[CH:5]=[CH:6][C:7]=1[Si:10]([CH3:12])([CH3:11])[CH3:9], predict the reactants needed to synthesize it. (4) Given the product [C:28]([C:2]1[CH:7]=[C:6]([C:8]2[CH:13]=[CH:12][C:11]([O:14][C:15]3[CH:20]=[CH:19][C:18]([F:21])=[CH:17][CH:16]=3)=[CH:10][CH:9]=2)[N:5]=[C:4]([NH:22][C@@H:23]([CH3:27])[C:24]([NH2:26])=[O:25])[CH:3]=1)#[N:29], predict the reactants needed to synthesize it. The reactants are: Cl[C:2]1[CH:7]=[C:6]([C:8]2[CH:13]=[CH:12][C:11]([O:14][C:15]3[CH:20]=[CH:19][C:18]([F:21])=[CH:17][CH:16]=3)=[CH:10][CH:9]=2)[N:5]=[C:4]([NH:22][C@@H:23]([CH3:27])[C:24]([NH2:26])=[O:25])[CH:3]=1.[CH3:28][N:29](C=O)C. (5) Given the product [CH3:1][O:2][C:3]1[CH:12]=[CH:11][CH:10]=[CH:9][C:4]=1[CH2:5][N:6]1[C:7](=[O:8])[N:19]2[CH:18]=[N:17][C:16]([C:20]([NH2:22])=[O:21])=[C:15]2[N:13]=[N:14]1, predict the reactants needed to synthesize it. The reactants are: [CH3:1][O:2][C:3]1[CH:12]=[CH:11][CH:10]=[CH:9][C:4]=1[CH2:5][N:6]=[C:7]=[O:8].[N+:13](=[C:15]1[N:19]=[CH:18][N:17]=[C:16]1[C:20]([NH2:22])=[O:21])=[N-:14]. (6) The reactants are: [OH:1][CH:2]([C:6]1[CH:11]=[CH:10][CH:9]=[CH:8][N:7]=1)[C:3]([OH:5])=O.[Na+].[Cl-].[Cl:14][C:15]1[CH:16]=[CH:17][C:18]([N:30]2[CH:34]=[N:33][N:32]=[N:31]2)=[C:19]([CH:29]=1)[CH2:20][NH:21][C:22](=[O:28])[C@@H:23]1[CH2:27][CH2:26][CH2:25][NH:24]1.[CH:35]1C=C2N=NN(O)C2=CC=1.O.C(Cl)CCl.C(N(C(C)C)CC)(C)C. Given the product [Cl:14][C:15]1[CH:16]=[CH:17][C:18]([N:30]2[CH:34]=[N:33][N:32]=[N:31]2)=[C:19]([CH:29]=1)[CH2:20][NH:21][C:22](=[O:28])[C@@H:23]1[CH2:27][CH2:26][CH2:25][N:24]1[C:3](=[O:5])[C:2]([OH:1])([C:6]1[CH:11]=[CH:10][CH:9]=[CH:8][N:7]=1)[CH3:35], predict the reactants needed to synthesize it. (7) Given the product [CH2:1]([C:3]1[CH:4]=[C:5]([CH2:26][N:53]2[CH2:56][CH:55]([C:57]([O:59][CH3:60])=[O:58])[CH2:54]2)[S:6][C:7]=1[C:8]1[N:12]=[C:11]([C:13]2[CH:18]=[CH:17][C:16]([O:19][C:20]3[CH:25]=[CH:24][CH:23]=[CH:22][CH:21]=3)=[CH:15][CH:14]=2)[O:10][N:9]=1)[CH3:2], predict the reactants needed to synthesize it. The reactants are: [CH2:1]([C:3]1[CH:4]=[C:5]([CH2:26]O)[S:6][C:7]=1[C:8]1[N:12]=[C:11]([C:13]2[CH:18]=[CH:17][C:16]([O:19][C:20]3[CH:25]=[CH:24][CH:23]=[CH:22][CH:21]=3)=[CH:15][CH:14]=2)[O:10][N:9]=1)[CH3:2].C(Br)(Br)(Br)Br.C1(P(C2C=CC=CC=2)C2C=CC=CC=2)C=CC=CC=1.Cl.[NH:53]1[CH2:56][CH:55]([C:57]([O:59][CH3:60])=[O:58])[CH2:54]1.C(N(CC)C(C)C)(C)C.